This data is from HIV replication inhibition screening data with 41,000+ compounds from the AIDS Antiviral Screen. The task is: Binary Classification. Given a drug SMILES string, predict its activity (active/inactive) in a high-throughput screening assay against a specified biological target. (1) The drug is COCC12CN(C=O)C3C4C(OC)C1C3(C(OC)CC2O)C1CC2(O)C(OC)C(O)C4(OC(C)=O)C1C2OC(=O)c1ccccc1. The result is 0 (inactive). (2) The drug is OC1(c2ccccc2)c2ccccc2CCC1Br. The result is 0 (inactive).